Dataset: NCI-60 drug combinations with 297,098 pairs across 59 cell lines. Task: Regression. Given two drug SMILES strings and cell line genomic features, predict the synergy score measuring deviation from expected non-interaction effect. (1) Drug 1: CC1C(C(CC(O1)OC2CC(CC3=C2C(=C4C(=C3O)C(=O)C5=C(C4=O)C(=CC=C5)OC)O)(C(=O)CO)O)N)O.Cl. Drug 2: CC1OCC2C(O1)C(C(C(O2)OC3C4COC(=O)C4C(C5=CC6=C(C=C35)OCO6)C7=CC(=C(C(=C7)OC)O)OC)O)O. Cell line: OVCAR-8. Synergy scores: CSS=20.4, Synergy_ZIP=-8.65, Synergy_Bliss=1.82, Synergy_Loewe=-11.2, Synergy_HSA=2.46. (2) Drug 1: CC1=C2C(C(=O)C3(C(CC4C(C3C(C(C2(C)C)(CC1OC(=O)C(C(C5=CC=CC=C5)NC(=O)C6=CC=CC=C6)O)O)OC(=O)C7=CC=CC=C7)(CO4)OC(=O)C)O)C)OC(=O)C. Drug 2: CC1CCC2CC(C(=CC=CC=CC(CC(C(=O)C(C(C(=CC(C(=O)CC(OC(=O)C3CCCCN3C(=O)C(=O)C1(O2)O)C(C)CC4CCC(C(C4)OC)OCCO)C)C)O)OC)C)C)C)OC. Cell line: HCC-2998. Synergy scores: CSS=32.9, Synergy_ZIP=-1.97, Synergy_Bliss=2.56, Synergy_Loewe=1.00, Synergy_HSA=3.95. (3) Drug 2: CC1=C(C(=O)C2=C(C1=O)N3CC4C(C3(C2COC(=O)N)OC)N4)N. Cell line: SR. Drug 1: CCC1(CC2CC(C3=C(CCN(C2)C1)C4=CC=CC=C4N3)(C5=C(C=C6C(=C5)C78CCN9C7C(C=CC9)(C(C(C8N6C=O)(C(=O)OC)O)OC(=O)C)CC)OC)C(=O)OC)O.OS(=O)(=O)O. Synergy scores: CSS=64.4, Synergy_ZIP=3.62, Synergy_Bliss=5.15, Synergy_Loewe=-13.9, Synergy_HSA=2.21. (4) Drug 1: C1=NC2=C(N1)C(=S)N=C(N2)N. Synergy scores: CSS=14.2, Synergy_ZIP=-5.25, Synergy_Bliss=-0.350, Synergy_Loewe=-2.63, Synergy_HSA=-2.14. Cell line: SK-MEL-2. Drug 2: CCCCC(=O)OCC(=O)C1(CC(C2=C(C1)C(=C3C(=C2O)C(=O)C4=C(C3=O)C=CC=C4OC)O)OC5CC(C(C(O5)C)O)NC(=O)C(F)(F)F)O. (5) Drug 1: C1CC(=O)NC(=O)C1N2CC3=C(C2=O)C=CC=C3N. Drug 2: CCC(=C(C1=CC=CC=C1)C2=CC=C(C=C2)OCCN(C)C)C3=CC=CC=C3.C(C(=O)O)C(CC(=O)O)(C(=O)O)O. Cell line: HL-60(TB). Synergy scores: CSS=4.42, Synergy_ZIP=-5.19, Synergy_Bliss=-3.94, Synergy_Loewe=-4.30, Synergy_HSA=-3.85. (6) Drug 1: CCCS(=O)(=O)NC1=C(C(=C(C=C1)F)C(=O)C2=CNC3=C2C=C(C=N3)C4=CC=C(C=C4)Cl)F. Drug 2: COC1=C2C(=CC3=C1OC=C3)C=CC(=O)O2. Cell line: COLO 205. Synergy scores: CSS=37.4, Synergy_ZIP=1.71, Synergy_Bliss=1.40, Synergy_Loewe=-25.3, Synergy_HSA=0.646.